This data is from Forward reaction prediction with 1.9M reactions from USPTO patents (1976-2016). The task is: Predict the product of the given reaction. Given the reactants [CH3:1][Si:2]([CH3:19])([CH3:18])[CH2:3][CH2:4][O:5][CH2:6][N:7]1[C:11]2=[N:12][CH:13]=[C:14]([C:16]#[N:17])[CH:15]=[C:10]2[N:9]=[CH:8]1.[Li+].CC([N-]C(C)C)C.[CH2:28]([C:30]1[C:31]([CH:47]=[O:48])=[C:32]2[C:36](=[C:37]([CH3:39])[CH:38]=1)[N:35]([C:40]([O:42][C:43]([CH3:46])([CH3:45])[CH3:44])=[O:41])[CH:34]=[CH:33]2)[CH3:29], predict the reaction product. The product is: [C:16]([C:14]1[CH:15]=[C:10]2[N:9]=[C:8]([CH:47]([OH:48])[C:31]3[C:30]([CH2:28][CH3:29])=[CH:38][C:37]([CH3:39])=[C:36]4[C:32]=3[CH:33]=[CH:34][N:35]4[C:40]([O:42][C:43]([CH3:46])([CH3:45])[CH3:44])=[O:41])[N:7]([CH2:6][O:5][CH2:4][CH2:3][Si:2]([CH3:19])([CH3:18])[CH3:1])[C:11]2=[N:12][CH:13]=1)#[N:17].